Dataset: Peptide-MHC class I binding affinity with 185,985 pairs from IEDB/IMGT. Task: Regression. Given a peptide amino acid sequence and an MHC pseudo amino acid sequence, predict their binding affinity value. This is MHC class I binding data. The peptide sequence is RVYKNYDPR. The MHC is HLA-A68:02 with pseudo-sequence HLA-A68:02. The binding affinity (normalized) is 0.0847.